This data is from Forward reaction prediction with 1.9M reactions from USPTO patents (1976-2016). The task is: Predict the product of the given reaction. (1) Given the reactants [C:1]1([S:7]([C:9]2[CH:14]=[CH:13][CH:12]=[CH:11][CH:10]=2)=O)[CH:6]=[CH:5][CH:4]=[CH:3][CH:2]=1.FC(F)(F)C(OC(=O)C(F)(F)F)=O.[F:28][C:29]([F:35])([F:34])[S:30]([OH:33])(=[O:32])=[O:31].[C:36]1([CH3:42])[CH:41]=[CH:40][CH:39]=[CH:38][CH:37]=1, predict the reaction product. The product is: [F:28][C:29]([F:35])([F:34])[S:30]([O-:33])(=[O:32])=[O:31].[CH3:42][C:36]1[CH:41]=[CH:40][C:39]([S+:7]([C:9]2[CH:10]=[CH:11][CH:12]=[CH:13][CH:14]=2)[C:1]2[CH:6]=[CH:5][CH:4]=[CH:3][CH:2]=2)=[CH:38][CH:37]=1. (2) Given the reactants C(=O)([O-])[O-].[Na+].[Na+].[ClH:7].[N:8]12[CH2:15][CH2:14][CH:11]([CH2:12][CH2:13]1)[CH:10]([NH:16][C:17]([C:19]1[S:20][C:21]3[C:27](Br)=[CH:26][CH:25]=[CH:24][C:22]=3[CH:23]=1)=[O:18])[CH2:9]2.[C:29]([NH:32][C:33]1[CH:34]=[C:35](B(O)O)[CH:36]=[CH:37][CH:38]=1)(=[O:31])[CH3:30].[OH-].[Na+], predict the reaction product. The product is: [ClH:7].[C:29]([NH:32][C:33]1[CH:38]=[C:37]([C:27]2[C:21]3[S:20][C:19]([C:17]([NH:16][C@@H:10]4[CH:11]5[CH2:14][CH2:15][N:8]([CH2:13][CH2:12]5)[CH2:9]4)=[O:18])=[CH:23][C:22]=3[CH:24]=[CH:25][CH:26]=2)[CH:36]=[CH:35][CH:34]=1)(=[O:31])[CH3:30]. (3) Given the reactants Cl.[C:2]1(=[O:12])[C:6]2([CH2:11][CH2:10][NH:9][CH2:8][CH2:7]2)[CH2:5][CH2:4][NH:3]1.C(N(CC)CC)C.[Cl:20][C:21]1[CH:22]=[C:23]([S:32](Cl)(=[O:34])=[O:33])[CH:24]=[CH:25][C:26]=1[O:27][C:28]([F:31])([F:30])[F:29], predict the reaction product. The product is: [Cl:20][C:21]1[CH:22]=[C:23]([S:32]([N:9]2[CH2:10][CH2:11][C:6]3([C:2](=[O:12])[NH:3][CH2:4][CH2:5]3)[CH2:7][CH2:8]2)(=[O:33])=[O:34])[CH:24]=[CH:25][C:26]=1[O:27][C:28]([F:30])([F:29])[F:31]. (4) Given the reactants Cl[C:2]1[N:7]=[C:6]([O:8][C:9]2[C:14]3[N:15]=[C:16]([NH:18][C:19](=[O:21])[CH3:20])[S:17][C:13]=3[CH:12]=[CH:11][CH:10]=2)[CH:5]=[C:4]([C:22]2[CH:27]=[CH:26][C:25]([C:28]([F:31])([F:30])[F:29])=[CH:24][CH:23]=2)[N:3]=1.C([Sn](CC[CH2:45][CH3:46])(CCCC)C=C)CCC.[C:47]1([CH3:53])C=CC=CC=1, predict the reaction product. The product is: [N:15]1([CH2:45][CH2:46][C:2]2[N:7]=[C:6]([O:8][C:9]3[C:14]4[N:15]=[C:16]([NH:18][C:19](=[O:21])[CH3:20])[S:17][C:13]=4[CH:12]=[CH:11][CH:10]=3)[CH:5]=[C:4]([C:22]3[CH:27]=[CH:26][C:25]([C:28]([F:31])([F:30])[F:29])=[CH:24][CH:23]=3)[N:3]=2)[CH2:53][CH2:47][O:8][CH2:9][CH2:14]1.